This data is from Forward reaction prediction with 1.9M reactions from USPTO patents (1976-2016). The task is: Predict the product of the given reaction. Given the reactants [Br:1][C:2]1[C:10]2[C:5](=[CH:6][C:7]([C:11]([OH:13])=[O:12])=[CH:8][CH:9]=2)[NH:4][N:3]=1.C(N(CC)CC)C.[CH3:21][C:22]([O:25][C:26](O[C:26]([O:25][C:22]([CH3:24])([CH3:23])[CH3:21])=[O:27])=[O:27])([CH3:24])[CH3:23], predict the reaction product. The product is: [C:22]([O:25][C:26]([N:4]1[C:5]2[C:10](=[CH:9][CH:8]=[C:7]([C:11]([OH:13])=[O:12])[CH:6]=2)[C:2]([Br:1])=[N:3]1)=[O:27])([CH3:24])([CH3:23])[CH3:21].